Dataset: Reaction yield outcomes from USPTO patents with 853,638 reactions. Task: Predict the reaction yield, written as a fraction of the theoretical maximum amount of product (1.0 means a 100% yield; for example, 0.34 means a 34% yield). (1) The reactants are [CH3:1][CH:2]([CH3:8])[CH:3]=[CH:4][C:5](=[O:7])[CH3:6].[Si:9](OS(C(F)(F)F)(=O)=O)([CH2:14][CH3:15])([CH2:12][CH3:13])[CH2:10][CH3:11].CCN(CC)CC. The catalyst is CCOCC. The product is [CH2:10]([Si:9]([CH2:14][CH3:15])([CH2:12][CH3:13])[O:7][C:5](/[CH:4]=[CH:3]/[CH:2]([CH3:8])[CH3:1])=[CH2:6])[CH3:11]. The yield is 1.00. (2) The reactants are COC1C=CC(C[N:8]2[C:12]3=[N:13][CH:14]=[CH:15][C:16]([O:17][C:18]4[CH:23]=[CH:22][C:21]([NH:24][C:25]([C:27]5[C:28](=[O:40])[N:29]([C:33]6[CH:38]=[CH:37][C:36]([F:39])=[CH:35][CH:34]=6)[N:30]=[CH:31][CH:32]=5)=[O:26])=[CH:20][C:19]=4[F:41])=[C:11]3[C:10]([NH:42][CH:43]3[CH2:47][CH2:46][NH:45][CH2:44]3)=[N:9]2)=CC=1.C(O)(C(F)(F)F)=O. No catalyst specified. The product is [F:41][C:19]1[CH:20]=[C:21]([NH:24][C:25]([C:27]2[C:28](=[O:40])[N:29]([C:33]3[CH:34]=[CH:35][C:36]([F:39])=[CH:37][CH:38]=3)[N:30]=[CH:31][CH:32]=2)=[O:26])[CH:22]=[CH:23][C:18]=1[O:17][C:16]1[CH:15]=[CH:14][N:13]=[C:12]2[NH:8][N:9]=[C:10]([NH:42][CH:43]3[CH2:47][CH2:46][NH:45][CH2:44]3)[C:11]=12. The yield is 0.0568. (3) The reactants are [CH:1]1([CH2:7][CH2:8][C:9]([NH:11][CH3:12])=O)[CH2:6][CH2:5][CH:4]=[CH:3][CH2:2]1.[H-].[Al+3].[Li+].[H-].[H-].[H-]. The catalyst is O1CCCC1. The product is [CH:1]1([CH2:7][CH2:8][CH2:9][NH:11][CH3:12])[CH2:6][CH2:5][CH:4]=[CH:3][CH2:2]1. The yield is 0.660.